Dataset: Full USPTO retrosynthesis dataset with 1.9M reactions from patents (1976-2016). Task: Predict the reactants needed to synthesize the given product. (1) The reactants are: [NH2:1][C:2]1[N:3]=[C:4]([NH:18][CH:19]2[CH2:24][CH2:23][NH:22][CH2:21][CH2:20]2)[S:5][C:6]=1[C:7]([C:9]1[CH:14]=[CH:13][C:12]([O:15][CH3:16])=[C:11]([F:17])[CH:10]=1)=[O:8].[CH3:25][S:26](Cl)(=[O:28])=[O:27]. Given the product [NH2:1][C:2]1[N:3]=[C:4]([NH:18][CH:19]2[CH2:24][CH2:23][N:22]([S:26]([CH3:25])(=[O:28])=[O:27])[CH2:21][CH2:20]2)[S:5][C:6]=1[C:7]([C:9]1[CH:14]=[CH:13][C:12]([O:15][CH3:16])=[C:11]([F:17])[CH:10]=1)=[O:8], predict the reactants needed to synthesize it. (2) Given the product [Cl:10][C:8]1[C:7]([O:11][CH3:12])=[CH:6][C:5]([O:13][CH2:14][CH2:15][CH2:16][N:17]2[CH2:22][CH2:21][C:20]([CH2:24][C:25]3[CH:26]=[CH:27][C:28]([F:31])=[CH:29][CH:30]=3)([OH:23])[C:19]([CH3:33])([CH3:32])[CH2:18]2)=[C:4]([CH:9]=1)[C:3]([OH:34])=[O:2], predict the reactants needed to synthesize it. The reactants are: C[O:2][C:3](=[O:34])[C:4]1[CH:9]=[C:8]([Cl:10])[C:7]([O:11][CH3:12])=[CH:6][C:5]=1[O:13][CH2:14][CH2:15][CH2:16][N:17]1[CH2:22][CH2:21][C:20]([CH2:24][C:25]2[CH:30]=[CH:29][C:28]([F:31])=[CH:27][CH:26]=2)([OH:23])[C:19]([CH3:33])([CH3:32])[CH2:18]1.[Li+].[OH-]. (3) Given the product [F:27][C:28]1[CH:29]=[C:30]([C:34]2[N:36]=[C:24]([CH:10]3[CH2:11][CH:12]([C:14]4[CH:15]=[CH:16][C:17]([C:20]([F:21])([F:23])[F:22])=[CH:18][CH:19]=4)[CH2:13][N:8]([C:6]([NH:5][CH2:4][CH2:3][O:2][CH3:1])=[O:7])[CH2:9]3)[O:26][N:35]=2)[CH:31]=[CH:32][CH:33]=1, predict the reactants needed to synthesize it. The reactants are: [CH3:1][O:2][CH2:3][CH2:4][NH:5][C:6]([N:8]1[CH2:13][CH:12]([C:14]2[CH:19]=[CH:18][C:17]([C:20]([F:23])([F:22])[F:21])=[CH:16][CH:15]=2)[CH2:11][CH:10]([C:24]([OH:26])=O)[CH2:9]1)=[O:7].[F:27][C:28]1[CH:29]=[C:30]([C:34](=[N:36]O)[NH2:35])[CH:31]=[CH:32][CH:33]=1. (4) Given the product [Cl:1][C:2]1[CH:3]=[C:4]([CH:7]=[CH:8][C:9]=1[Cl:10])[CH:5]=[N:15][CH2:14][CH:13]([O:16][CH3:17])[O:12][CH3:11], predict the reactants needed to synthesize it. The reactants are: [Cl:1][C:2]1[CH:3]=[C:4]([CH:7]=[CH:8][C:9]=1[Cl:10])[CH:5]=O.[CH3:11][O:12][CH:13]([O:16][CH3:17])[CH2:14][NH2:15]. (5) Given the product [Cl:28][C:24]1[C:23]([CH3:29])=[C:22]([N:15]([CH2:16][CH:17]2[CH2:18][CH2:19][CH2:20][CH2:21]2)[C:13](=[O:14])[NH:12][C:10]2[S:11][C:7]([S:6][CH2:5][C:4]([OH:30])=[O:3])=[CH:8][N:9]=2)[CH:27]=[CH:26][CH:25]=1, predict the reactants needed to synthesize it. The reactants are: C([O:3][C:4](=[O:30])[CH2:5][S:6][C:7]1[S:11][C:10]([NH:12][C:13]([N:15]([C:22]2[CH:27]=[CH:26][CH:25]=[C:24]([Cl:28])[C:23]=2[CH3:29])[CH2:16][CH:17]2[CH2:21][CH2:20][CH2:19][CH2:18]2)=[O:14])=[N:9][CH:8]=1)C.C1(CN(C2C=CC(S(C)(=O)=O)=CC=2)C(=O)NC2SC=C(CC(O)=O)N=2)CCCC1.C1(CNC2C=CC=C(Cl)C=2C)CCCC1.C(OC(=O)CSC1SC(N)=NC=1)C.